The task is: Predict the product of the given reaction.. This data is from Forward reaction prediction with 1.9M reactions from USPTO patents (1976-2016). (1) Given the reactants [CH2:1]([N:8]([CH2:18][C:19]1[CH:24]=[CH:23][CH:22]=[CH:21][CH:20]=1)[C:9]1[CH:14]=[C:13]([CH3:15])[C:12](I)=[CH:11][C:10]=1[CH3:17])[C:2]1[CH:7]=[CH:6][CH:5]=[CH:4][CH:3]=1.C([Li])CCC.CN(C)[CH:32]=[O:33].Cl, predict the reaction product. The product is: [CH2:1]([N:8]([CH2:18][C:19]1[CH:24]=[CH:23][CH:22]=[CH:21][CH:20]=1)[C:9]1[C:10]([CH3:17])=[CH:11][C:12]([CH:32]=[O:33])=[C:13]([CH3:15])[CH:14]=1)[C:2]1[CH:7]=[CH:6][CH:5]=[CH:4][CH:3]=1. (2) The product is: [CH3:1][N:2]([C:3]1[CH:4]=[CH:5][CH:6]=[C:7]([C:9]2[S:10][C:11]3[CH:19]=[CH:18][CH:17]=[CH:16][C:12]=3[C:13](=[O:15])[N:14]=2)[N:8]=1)[C:20](=[O:27])[C:21]1[CH:26]=[CH:25][CH:24]=[CH:23][CH:22]=1. Given the reactants [CH3:1][NH:2][C:3]1[N:8]=[C:7]([C:9]2[S:10][C:11]3[CH:19]=[CH:18][CH:17]=[CH:16][C:12]=3[C:13](=[O:15])[N:14]=2)[CH:6]=[CH:5][CH:4]=1.[C:20](Cl)(=[O:27])[C:21]1[CH:26]=[CH:25][CH:24]=[CH:23][CH:22]=1.CN(C)C(=O)C, predict the reaction product. (3) Given the reactants [CH3:1][O:2][C:3]1[C:11]([O:12][CH3:13])=[C:10]([O:14][CH3:15])[CH:9]=[CH:8][C:4]=1[C:5]([OH:7])=[O:6].[C:16]([O-])([O-])=O.[K+].[K+].CI.O, predict the reaction product. The product is: [CH3:1][O:2][C:3]1[C:11]([O:12][CH3:13])=[C:10]([O:14][CH3:15])[CH:9]=[CH:8][C:4]=1[C:5]([O:7][CH3:16])=[O:6]. (4) Given the reactants [C:1]1([N:7]2[C:12](=[O:13])[C:11]3[S:14][CH:15]=[C:16]([C:17]4[CH:22]=[CH:21][CH:20]=[CH:19][CH:18]=4)[C:10]=3[N:9]=[CH:8]2)[CH:6]=[CH:5][CH:4]=[CH:3][CH:2]=1.NC1C(C2C=CC(OC)=CC=2)=CSC=1C([O:39][CH3:40])=O.C(OCC)(OCC)OCC.[Cl:51]C1C=CC(N)=CC=1, predict the reaction product. The product is: [Cl:51][C:4]1[CH:5]=[CH:6][C:1]([N:7]2[C:12](=[O:13])[C:11]3[S:14][CH:15]=[C:16]([C:17]4[CH:18]=[CH:19][C:20]([O:39][CH3:40])=[CH:21][CH:22]=4)[C:10]=3[N:9]=[CH:8]2)=[CH:2][CH:3]=1.